From a dataset of Forward reaction prediction with 1.9M reactions from USPTO patents (1976-2016). Predict the product of the given reaction. (1) Given the reactants [Si:1]([O:8][C:9]1[CH:10]=[C:11]([CH:14]=[CH:15][C:16]=1[O:17][CH3:18])[CH:12]=[O:13])([C:4]([CH3:7])([CH3:6])[CH3:5])([CH3:3])[CH3:2].[Li][CH3:20], predict the reaction product. The product is: [Si:1]([O:8][C:9]1[CH:10]=[C:11]([CH:12]([OH:13])[CH3:20])[CH:14]=[CH:15][C:16]=1[O:17][CH3:18])([C:4]([CH3:7])([CH3:6])[CH3:5])([CH3:2])[CH3:3]. (2) The product is: [ClH:35].[Cl:35][C:34]1[C:26]([N:23]2[CH2:24][CH2:25][CH:20]([CH2:19][NH:8][C@@H:9]([C:11]3[CH:16]=[CH:15][CH:14]=[C:13]([O:17][CH3:18])[CH:12]=3)[CH3:10])[CH:21]([C:36]3[CH:37]=[CH:38][CH:39]=[CH:40][CH:41]=3)[CH2:22]2)=[N:27][CH:28]=[C:29]([CH:33]=1)[C:30]([OH:32])=[O:31]. Given the reactants C(OC([N:8]([CH2:19][CH:20]1[CH2:25][CH2:24][N:23]([C:26]2[C:34]([Cl:35])=[CH:33][C:29]([C:30]([OH:32])=[O:31])=[CH:28][N:27]=2)[CH2:22][CH:21]1[C:36]1[CH:41]=[CH:40][CH:39]=[CH:38][CH:37]=1)[C@@H:9]([C:11]1[CH:16]=[CH:15][CH:14]=[C:13]([O:17][CH3:18])[CH:12]=1)[CH3:10])=O)(C)(C)C.Cl.O1CCOCC1, predict the reaction product.